From a dataset of Full USPTO retrosynthesis dataset with 1.9M reactions from patents (1976-2016). Predict the reactants needed to synthesize the given product. (1) Given the product [F:23][CH:5]1[C:4](=[O:3])[CH2:9][CH2:8][N:7]([C:10]([O:12][CH2:13][C:14]2[CH:19]=[CH:18][CH:17]=[CH:16][CH:15]=2)=[O:11])[CH2:6]1, predict the reactants needed to synthesize it. The reactants are: C[Si](C)(C)[O:3][C:4]1[CH2:5][CH2:6][N:7]([C:10]([O:12][CH2:13][C:14]2[CH:19]=[CH:18][CH:17]=[CH:16][CH:15]=2)=[O:11])[CH2:8][CH:9]=1.[B-](F)(F)(F)[F:23].[B-](F)(F)(F)F.C1[N+]2(CCl)CC[N+](F)(CC2)C1. (2) Given the product [C:68]1([CH:66]2[CH2:67][CH:62]([NH:61][C:16]([C:13]3[CH:14]=[C:15]4[C:10](=[CH:11][CH:12]=3)[N:9]([C:19]([C:20]3[CH:21]=[CH:22][CH:23]=[CH:24][CH:25]=3)([C:26]3[CH:31]=[CH:30][CH:29]=[CH:28][CH:27]=3)[C:32]3[CH:33]=[CH:34][CH:35]=[CH:36][CH:37]=3)[N:8]=[C:7]4[C:4]3[CH:3]=[CH:2][N:1]=[CH:6][CH:5]=3)=[O:17])[CH2:63][N:64]([C:74]([O:76][C:77]([CH3:80])([CH3:79])[CH3:78])=[O:75])[CH2:65]2)[CH:73]=[CH:72][CH:71]=[CH:70][CH:69]=1, predict the reactants needed to synthesize it. The reactants are: [N:1]1[CH:6]=[CH:5][C:4]([C:7]2[C:15]3[C:10](=[CH:11][CH:12]=[C:13]([C:16](O)=[O:17])[CH:14]=3)[N:9]([C:19]([C:32]3[CH:37]=[CH:36][CH:35]=[CH:34][CH:33]=3)([C:26]3[CH:31]=[CH:30][CH:29]=[CH:28][CH:27]=3)[C:20]3[CH:25]=[CH:24][CH:23]=[CH:22][CH:21]=3)[N:8]=2)=[CH:3][CH:2]=1.C1C=CC2N(O)N=NC=2C=1.C(Cl)CCl.CCN(C(C)C)C(C)C.[NH2:61][CH:62]1[CH2:67][CH:66]([C:68]2[CH:73]=[CH:72][CH:71]=[CH:70][CH:69]=2)[CH2:65][N:64]([C:74]([O:76][C:77]([CH3:80])([CH3:79])[CH3:78])=[O:75])[CH2:63]1.